From a dataset of Reaction yield outcomes from USPTO patents with 853,638 reactions. Predict the reaction yield, written as a fraction of the theoretical maximum amount of product (1.0 means a 100% yield; for example, 0.34 means a 34% yield). (1) The reactants are O.[OH-].[Li+].[CH:4]1([C@H:10]([NH:15][C:16]([C:18]2[C:27]([NH:28][C:29]([C:31]3[O:32][C:33]([C:36]4[C:41]([CH3:42])=[CH:40][C:39]([CH3:43])=[CH:38][C:37]=4[CH3:44])=[CH:34][CH:35]=3)=[O:30])=[CH:26][C:25]3[C:20](=[CH:21][CH:22]=[CH:23][CH:24]=3)[CH:19]=2)=[O:17])[C:11]([O:13]C)=[O:12])[CH2:9][CH2:8][CH2:7][CH2:6][CH2:5]1.O.Cl. The catalyst is O1CCOCC1. The product is [CH:4]1([C@H:10]([NH:15][C:16]([C:18]2[C:27]([NH:28][C:29]([C:31]3[O:32][C:33]([C:36]4[C:37]([CH3:44])=[CH:38][C:39]([CH3:43])=[CH:40][C:41]=4[CH3:42])=[CH:34][CH:35]=3)=[O:30])=[CH:26][C:25]3[C:20](=[CH:21][CH:22]=[CH:23][CH:24]=3)[CH:19]=2)=[O:17])[C:11]([OH:13])=[O:12])[CH2:9][CH2:8][CH2:7][CH2:6][CH2:5]1. The yield is 0.480. (2) The reactants are [NH2:1][CH2:2][C@@H:3]1[C@H:7]2[O:8][C:9]([CH3:12])([CH3:11])[O:10][C@H:6]2[C@H:5]([N:13]2[C:17]3[N:18]=[CH:19][N:20]=[C:21]([NH:22][CH2:23][C:24]4[CH:29]=[CH:28][C:27]([O:30][CH3:31])=[CH:26][C:25]=4[O:32][CH3:33])[C:16]=3[CH:15]=[CH:14]2)[CH2:4]1.[Cl:34][C:35]1[C:36]([C:51]([F:54])([F:53])[F:52])=[CH:37][C:38]2[N:42]=[C:41]([CH2:43][CH2:44][CH:45]3[CH2:48][C:47](=O)[CH2:46]3)[NH:40][C:39]=2[CH:50]=1.C(O)(=O)C.C(O[BH-](OC(=O)C)OC(=O)C)(=O)C.[Na+]. The catalyst is ClCCCl.C(Cl)Cl. The product is [Cl:34][C:35]1[C:36]([C:51]([F:54])([F:52])[F:53])=[CH:37][C:38]2[N:42]=[C:41]([CH2:43][CH2:44][CH:45]3[CH2:46][CH:47]([NH:1][CH2:2][C@@H:3]4[C@H:7]5[O:8][C:9]([CH3:12])([CH3:11])[O:10][C@H:6]5[C@H:5]([N:13]5[C:17]6[N:18]=[CH:19][N:20]=[C:21]([NH:22][CH2:23][C:24]7[CH:29]=[CH:28][C:27]([O:30][CH3:31])=[CH:26][C:25]=7[O:32][CH3:33])[C:16]=6[CH:15]=[CH:14]5)[CH2:4]4)[CH2:48]3)[NH:40][C:39]=2[CH:50]=1. The yield is 0.710. (3) The reactants are [NH:1]1[CH2:6][CH2:5][NH:4][CH2:3][CH2:2]1.[C:7]([C:11]1[N:16]=[C:15](Cl)[CH:14]=[C:13]([CH2:18][CH2:19][O:20][CH3:21])[N:12]=1)([CH3:10])([CH3:9])[CH3:8].O. The catalyst is C(O)C. The product is [C:7]([C:11]1[N:12]=[C:13]([CH2:18][CH2:19][O:20][CH3:21])[CH:14]=[C:15]([N:1]2[CH2:6][CH2:5][NH:4][CH2:3][CH2:2]2)[N:16]=1)([CH3:10])([CH3:8])[CH3:9]. The yield is 0.820. (4) The reactants are [CH2:1]([N:8]1[CH2:12][CH:11]([N:13](C(OC(C)(C)C)=O)[CH2:14][C:15]2[CH:20]=[CH:19][C:18]([F:21])=[CH:17][C:16]=2[F:22])[CH2:10][CH:9]1[C:30](O)=[O:31])[C:2]1[CH:7]=[CH:6][CH:5]=[CH:4][CH:3]=1.[F:33][C:34]1[CH:39]=[CH:38][CH:37]=[CH:36][C:35]=1[N:40]1[CH2:45][CH2:44][NH:43][CH2:42][CH2:41]1. No catalyst specified. The product is [CH2:1]([N:8]1[CH2:12][C@@H:11]([NH:13][CH2:14][C:15]2[CH:20]=[CH:19][C:18]([F:21])=[CH:17][C:16]=2[F:22])[CH2:10][C@H:9]1[C:30]([N:43]1[CH2:44][CH2:45][N:40]([C:35]2[CH:36]=[CH:37][CH:38]=[CH:39][C:34]=2[F:33])[CH2:41][CH2:42]1)=[O:31])[C:2]1[CH:7]=[CH:6][CH:5]=[CH:4][CH:3]=1. The yield is 0.0990. (5) The reactants are [CH3:1][C:2]1([CH3:25])[C:6]([CH3:8])([CH3:7])[O:5][B:4]([C:9]2[CH:14]=[CH:13][C:12]([NH:15][C:16](=O)[O:17]C3C=CC=CC=3)=[CH:11][CH:10]=2)[O:3]1.[CH3:26][NH2:27].C1COCC1. The catalyst is C1COCC1. The product is [CH3:26][NH:27][C:16]([NH:15][C:12]1[CH:13]=[CH:14][C:9]([B:4]2[O:3][C:2]([CH3:25])([CH3:1])[C:6]([CH3:8])([CH3:7])[O:5]2)=[CH:10][CH:11]=1)=[O:17]. The yield is 0.880. (6) The reactants are Cl[C:2]1[CH:7]=[C:6]([O:8][CH:9]2[CH2:13][CH2:12][CH2:11][CH2:10]2)[N:5]=[C:4]2[CH2:14][CH2:15][CH2:16][C:3]=12.[NH2:17][C:18]1[CH:23]=[CH:22][C:21]([CH2:24][C:25]([O:27][CH2:28][CH3:29])=[O:26])=[CH:20][CH:19]=1. No catalyst specified. The product is [CH:9]1([O:8][C:6]2[N:5]=[C:4]3[CH2:14][CH2:15][CH2:16][C:3]3=[C:2]([NH:17][C:18]3[CH:19]=[CH:20][C:21]([CH2:24][C:25]([O:27][CH2:28][CH3:29])=[O:26])=[CH:22][CH:23]=3)[CH:7]=2)[CH2:13][CH2:12][CH2:11][CH2:10]1. The yield is 0.780.